Dataset: Reaction yield outcomes from USPTO patents with 853,638 reactions. Task: Predict the reaction yield, written as a fraction of the theoretical maximum amount of product (1.0 means a 100% yield; for example, 0.34 means a 34% yield). (1) The reactants are C1(P(C2C=CC=CC=2)C2C=CC=CC=2)C=CC=CC=1.BrN1C(=O)CCC1=O.[Cl:28][C:29]1[CH:30]=[C:31]([C@@H:39]([CH2:49][CH:50]2[CH2:54][CH2:53][CH2:52][CH2:51]2)[C:40](NC2C=CN(C)N=2)=[O:41])[CH:32]=[CH:33][C:34]=1[S:35]([CH3:38])(=[O:37])=[O:36].[C:55]([O:59][C:60]([N:62]1[CH:66]=[CH:65][C:64]([NH2:67])=[N:63]1)=[O:61])([CH3:58])([CH3:57])[CH3:56].CN1CCOCC1. The catalyst is C(Cl)Cl.C(OCC)(=O)C. The product is [C:55]([O:59][C:60]([N:62]1[CH:66]=[CH:65][C:64]([NH:67][C:40](=[O:41])[C@@H:39]([C:31]2[CH:32]=[CH:33][C:34]([S:35]([CH3:38])(=[O:36])=[O:37])=[C:29]([Cl:28])[CH:30]=2)[CH2:49][CH:50]2[CH2:51][CH2:52][CH2:53][CH2:54]2)=[N:63]1)=[O:61])([CH3:58])([CH3:56])[CH3:57]. The yield is 0.990. (2) The reactants are [C:1]([N:5]1[C:10](=[O:11])[C:9]([Cl:12])=[C:8]([OH:13])[CH:7]=[N:6]1)([CH3:4])([CH3:3])[CH3:2].[Si:14]([O:21][CH2:22][CH2:23][O:24][CH2:25][C:26]1[CH:31]=[CH:30][C:29]([CH2:32]O)=[CH:28][CH:27]=1)([C:17]([CH3:20])([CH3:19])[CH3:18])([CH3:16])[CH3:15].C1(P(C2C=CC=CC=2)C2C=CC=CC=2)C=CC=CC=1.N(C(OC(C)C)=O)=NC(OC(C)C)=O. The catalyst is C1COCC1.C(OCC)(=O)C.CCCCCC. The product is [C:1]([N:5]1[C:10](=[O:11])[C:9]([Cl:12])=[C:8]([O:13][CH2:32][C:29]2[CH:28]=[CH:27][C:26]([CH2:25][O:24][CH2:23][CH2:22][O:21][Si:14]([C:17]([CH3:20])([CH3:19])[CH3:18])([CH3:16])[CH3:15])=[CH:31][CH:30]=2)[CH:7]=[N:6]1)([CH3:4])([CH3:2])[CH3:3]. The yield is 0.660. (3) The reactants are [CH3:1][O:2][C:3]1[CH:4]=[C:5]2[C:10](=[CH:11][C:12]=1[O:13][CH3:14])[N:9]=[CH:8][CH:7]=[C:6]2[O:15][C:16]1[CH:22]=[CH:21][C:19]([NH2:20])=[C:18]([F:23])[CH:17]=1.ClC(Cl)(O[C:28](=[O:34])OC(Cl)(Cl)Cl)Cl.[CH3:36][CH:37]([NH2:41])[CH:38]([CH3:40])[CH3:39]. The catalyst is C(Cl)(Cl)Cl.C(N(CC)CC)C.ClCCl. The product is [CH3:1][O:2][C:3]1[CH:4]=[C:5]2[C:10](=[CH:11][C:12]=1[O:13][CH3:14])[N:9]=[CH:8][CH:7]=[C:6]2[O:15][C:16]1[CH:22]=[CH:21][C:19]([NH:20][C:28]([NH:41][CH:37]([CH3:36])[CH:38]([CH3:40])[CH3:39])=[O:34])=[C:18]([F:23])[CH:17]=1. The yield is 0.650. (4) The reactants are [CH:1]1([C:5]2[S:6][C:7]([C:10]3[CH:15]=[CH:14][CH:13]=[CH:12][C:11]=3[N+:16]([O-])=O)=[N:8][N:9]=2)[CH2:4][CH2:3][CH2:2]1.O.[Cl-].[NH4+]. The catalyst is CC(O)C.[Fe]. The product is [CH:1]1([C:5]2[S:6][C:7]([C:10]3[CH:15]=[CH:14][CH:13]=[CH:12][C:11]=3[NH2:16])=[N:8][N:9]=2)[CH2:2][CH2:3][CH2:4]1. The yield is 0.400.